From a dataset of Full USPTO retrosynthesis dataset with 1.9M reactions from patents (1976-2016). Predict the reactants needed to synthesize the given product. (1) Given the product [N+:14]([C:11]1[CH:12]=[CH:13][C:8]([C:6]2[N:5]=[C:4]3[N:17]([CH2:20][C:21]([F:24])([F:23])[F:22])[N:18]=[CH:19][C:3]3=[C:2]([N:31]3[CH2:32][CH:25]4[O:33][CH:29]([CH2:28][N:27]([C:34]([O:36][C:37]([CH3:40])([CH3:39])[CH3:38])=[O:35])[CH2:26]4)[CH2:30]3)[N:7]=2)=[CH:9][CH:10]=1)([O-:16])=[O:15], predict the reactants needed to synthesize it. The reactants are: Cl[C:2]1[N:7]=[C:6]([C:8]2[CH:13]=[CH:12][C:11]([N+:14]([O-:16])=[O:15])=[CH:10][CH:9]=2)[N:5]=[C:4]2[N:17]([CH2:20][C:21]([F:24])([F:23])[F:22])[N:18]=[CH:19][C:3]=12.[CH:25]12[O:33][CH:29]([CH2:30][NH:31][CH2:32]1)[CH2:28][N:27]([C:34]([O:36][C:37]([CH3:40])([CH3:39])[CH3:38])=[O:35])[CH2:26]2.C(N(CC)CC)C. (2) Given the product [CH2:1]([O:3][P:4]([CH:9]=[C:10]1[NH:16][CH2:15][CH2:14][N:13]([CH3:17])[C:12]2[CH:18]=[C:19]([Cl:22])[CH:20]=[CH:21][C:11]1=2)(=[O:8])[O:5][CH2:6][CH3:7])[CH3:2], predict the reactants needed to synthesize it. The reactants are: [CH2:1]([O:3][P:4]([CH:9]=[C:10]1[NH:16][CH2:15][CH2:14][N:13]([CH3:17])[C:12]2[CH:18]=[CH:19][CH:20]=[CH:21][C:11]1=2)(=[O:8])[O:5][CH2:6][CH3:7])[CH3:2].[Cl:22]C1C=CC(C(O)=O)=C(F)C=1. (3) Given the product [CH2:1]([C@H:8]1[N:13]([C:14]([C:16]2[N:17]=[CH:18][N:19]([C@H:27]3[CH2:32][CH2:31][CH2:30][CH2:29][C@@H:28]3[O:33][C:57]([NH:51][CH2:48][CH3:49])=[O:58])[C:20]=2[C:21]2[CH:26]=[CH:25][CH:24]=[CH:23][CH:22]=2)=[O:15])[CH2:12][CH2:11][N:10]([C:34]([O:36][C:37]([CH3:40])([CH3:39])[CH3:38])=[O:35])[CH2:9]1)[C:2]1[CH:3]=[CH:4][CH:5]=[CH:6][CH:7]=1, predict the reactants needed to synthesize it. The reactants are: [CH2:1]([C@H:8]1[N:13]([C:14]([C:16]2[N:17]=[CH:18][N:19]([C@H:27]3[CH2:32][CH2:31][CH2:30][CH2:29][C@@H:28]3[OH:33])[C:20]=2[C:21]2[CH:26]=[CH:25][CH:24]=[CH:23][CH:22]=2)=[O:15])[CH2:12][CH2:11][N:10]([C:34]([O:36][C:37]([CH3:40])([CH3:39])[CH3:38])=[O:35])[CH2:9]1)[C:2]1[CH:7]=[CH:6][CH:5]=[CH:4][CH:3]=1.ClC(OC1C=[CH:49][C:48]([N+:51]([O-])=O)=CC=1)=O.C(N)C.[C:57](=O)([O-])[OH:58].[Na+]. (4) Given the product [Br:29][C:11]1[C:10]([CH3:30])=[C:9]([NH:8][C:6](=[O:7])[CH2:5][C:4]([OH:31])=[O:3])[CH:14]=[C:13]([Br:15])[C:12]=1[O:16][C:17]1[CH:22]=[C:21]([CH:23]([CH3:24])[CH3:25])[C:20]([OH:26])=[C:19]([CH:27]=[O:28])[CH:18]=1, predict the reactants needed to synthesize it. The reactants are: C([O:3][C:4](=[O:31])[CH2:5][C:6]([NH:8][C:9]1[CH:14]=[C:13]([Br:15])[C:12]([O:16][C:17]2[CH:22]=[C:21]([CH:23]([CH3:25])[CH3:24])[C:20]([OH:26])=[C:19]([CH:27]=[O:28])[CH:18]=2)=[C:11]([Br:29])[C:10]=1[CH3:30])=[O:7])C.[Li+].[OH-].Cl. (5) Given the product [CH3:1][O:2][C:3]1[CH:4]=[C:5]([CH:9]=[CH:10][C:11]=1[N:12]1[CH:16]=[C:15]([CH3:17])[N:14]=[CH:13]1)[C:6]([NH:19][NH2:20])=[O:7], predict the reactants needed to synthesize it. The reactants are: [CH3:1][O:2][C:3]1[CH:4]=[C:5]([CH:9]=[CH:10][C:11]=1[N:12]1[CH:16]=[C:15]([CH3:17])[N:14]=[CH:13]1)[C:6](O)=[O:7].O.[NH2:19][NH2:20]. (6) Given the product [F:1][C:2]([F:33])([F:32])[C:3]1[CH:4]=[C:5]([CH:25]=[C:26]([C:28]([F:31])([F:30])[F:29])[CH:27]=1)[CH2:6][N:7]1[C@H:11]([CH3:12])[C@@H:10]([C:13]2[CH:18]=[C:17]([C:19]([F:22])([F:21])[F:20])[CH:16]=[CH:15][C:14]=2[C:38]2[CH:39]=[C:40]([CH:41]([CH3:43])[CH3:42])[C:35]([F:34])=[CH:36][C:37]=2[O:47][CH3:48])[O:9][C:8]1=[O:24], predict the reactants needed to synthesize it. The reactants are: [F:1][C:2]([F:33])([F:32])[C:3]1[CH:4]=[C:5]([CH:25]=[C:26]([C:28]([F:31])([F:30])[F:29])[CH:27]=1)[CH2:6][N:7]1[C@H:11]([CH3:12])[C@@H:10]([C:13]2[CH:18]=[C:17]([C:19]([F:22])([F:21])[F:20])[CH:16]=[CH:15][C:14]=2I)[O:9][C:8]1=[O:24].[F:34][C:35]1[C:40]([CH:41]([CH3:43])[CH3:42])=[CH:39][C:38](B(O)O)=[C:37]([O:47][CH3:48])[CH:36]=1.